From a dataset of Full USPTO retrosynthesis dataset with 1.9M reactions from patents (1976-2016). Predict the reactants needed to synthesize the given product. (1) Given the product [NH:13]1[CH2:14][CH:11]([N:6]2[C:7]3[C:3](=[C:2]([Cl:1])[CH:10]=[CH:9][CH:8]=3)[C:4]([C:22]([NH:23][CH2:24][C:25]3([OH:33])[CH2:30][CH2:29][C:28]([F:31])([F:32])[CH2:27][CH2:26]3)=[O:34])=[CH:5]2)[CH2:12]1, predict the reactants needed to synthesize it. The reactants are: [Cl:1][C:2]1[CH:10]=[CH:9][CH:8]=[C:7]2[C:3]=1[C:4]([C:22](=[O:34])[NH:23][CH2:24][C:25]1([OH:33])[CH2:30][CH2:29][C:28]([F:32])([F:31])[CH2:27][CH2:26]1)=[CH:5][N:6]2[CH:11]1[CH2:14][N:13](C(OC(C)(C)C)=O)[CH2:12]1.C(O)(C(F)(F)F)=O. (2) Given the product [Cl:18][C:4]1[C:5]([C:16]#[N:17])=[C:6]([C:10]2[CH:15]=[CH:14][CH:13]=[CH:12][CH:11]=2)[C:7]([C:8]#[N:9])=[C:2]([NH:1][CH2:20][CH2:21][OH:22])[N:3]=1, predict the reactants needed to synthesize it. The reactants are: [NH2:1][C:2]1[C:7]([C:8]#[N:9])=[C:6]([C:10]2[CH:15]=[CH:14][CH:13]=[CH:12][CH:11]=2)[C:5]([C:16]#[N:17])=[C:4]([Cl:18])[N:3]=1.N[CH2:20][CH2:21][OH:22]. (3) The reactants are: [CH3:1][N:2]1[CH:6]=[C:5]([C:7]2[CH:8]=[C:9]3[C:14](=[CH:15][CH:16]=2)[N:13]([C:17]2[C:21]4[CH2:22][NH:23][CH2:24][CH2:25][C:20]=4[N:19]([C@H:26]4[CH2:30][CH2:29][O:28][CH2:27]4)[N:18]=2)[CH2:12][CH2:11][CH2:10]3)[CH:4]=[N:3]1.C[Si]([N:35]=[C:36]=[O:37])(C)C. Given the product [CH3:1][N:2]1[CH:6]=[C:5]([C:7]2[CH:8]=[C:9]3[C:14](=[CH:15][CH:16]=2)[N:13]([C:17]2[C:21]4[CH2:22][N:23]([C:36]([NH2:35])=[O:37])[CH2:24][CH2:25][C:20]=4[N:19]([C@H:26]4[CH2:30][CH2:29][O:28][CH2:27]4)[N:18]=2)[CH2:12][CH2:11][CH2:10]3)[CH:4]=[N:3]1, predict the reactants needed to synthesize it. (4) Given the product [F:21][C:22]1[CH:43]=[CH:42][CH:41]=[CH:40][C:23]=1[O:24][C:25]1[CH:30]=[CH:29][C:28]([C:2]2[C:3]([CH:13]=[O:14])=[N:4][N:5]([CH:7]3[CH2:12][CH2:11][CH2:10][CH2:9][O:8]3)[CH:6]=2)=[CH:27][CH:26]=1, predict the reactants needed to synthesize it. The reactants are: I[C:2]1[C:3]([CH:13]=[O:14])=[N:4][N:5]([CH:7]2[CH2:12][CH2:11][CH2:10][CH2:9][O:8]2)[CH:6]=1.C(=O)([O-])[O-].[K+].[K+].[F:21][C:22]1[CH:43]=[CH:42][CH:41]=[CH:40][C:23]=1[O:24][C:25]1[CH:30]=[CH:29][C:28](B2OC(C)(C)C(C)(C)O2)=[CH:27][CH:26]=1. (5) Given the product [CH2:8]([C:6]1[CH:7]=[C:2]([NH2:1])[CH:3]=[CH:4][C:5]=1[O:11][C:12]1[CH:13]=[CH:14][CH:15]=[CH:16][CH:17]=1)[CH3:9], predict the reactants needed to synthesize it. The reactants are: [NH2:1][C:2]1[CH:3]=[CH:4][C:5]([O:11][C:12]2[CH:17]=[CH:16][CH:15]=[CH:14][CH:13]=2)=[C:6]([C:8](=O)[CH3:9])[CH:7]=1.[BH4-].[Na+].[Al+3].[Cl-].[Cl-].[Cl-].O. (6) Given the product [CH3:1][C:2]1([CH3:31])[CH2:11][CH:10]=[C:9]([C:12]2[S:13][C:14]([CH3:17])=[CH:15][N:16]=2)[C:8]2[CH:7]=[C:6]([C:18]#[C:19][C:20]3[CH:21]=[CH:22][C:23]([C:24]([OH:26])=[O:25])=[CH:29][CH:30]=3)[CH:5]=[CH:4][C:3]1=2, predict the reactants needed to synthesize it. The reactants are: [CH3:1][C:2]1([CH3:31])[CH2:11][CH:10]=[C:9]([C:12]2[S:13][C:14]([CH3:17])=[CH:15][N:16]=2)[C:8]2[CH:7]=[C:6]([C:18]#[C:19][C:20]3[CH:30]=[CH:29][C:23]([C:24]([O:26]CC)=[O:25])=[CH:22][CH:21]=3)[CH:5]=[CH:4][C:3]1=2.[OH-].[Na+]. (7) Given the product [CH3:26][C:21]1([CH3:27])[C:22]([CH3:25])([CH3:24])[O:23][B:19]([C:2]2[CH:11]=[CH:10][CH:9]=[C:8]3[C:3]=2[CH2:4][CH2:5][N:6]([C:12]([O:14][C:15]([CH3:18])([CH3:17])[CH3:16])=[O:13])[CH2:7]3)[O:20]1, predict the reactants needed to synthesize it. The reactants are: Br[C:2]1[CH:11]=[CH:10][CH:9]=[C:8]2[C:3]=1[CH2:4][CH2:5][N:6]([C:12]([O:14][C:15]([CH3:18])([CH3:17])[CH3:16])=[O:13])[CH2:7]2.[B:19]1([B:19]2[O:23][C:22]([CH3:25])([CH3:24])[C:21]([CH3:27])([CH3:26])[O:20]2)[O:23][C:22]([CH3:25])([CH3:24])[C:21]([CH3:27])([CH3:26])[O:20]1.P([O-])([O-])([O-])=O.[K+].[K+].[K+].CC(C1C=C(C(C)C)C(C2C=CC=CC=2P(C2CCCCC2)C2CCCCC2)=C(C(C)C)C=1)C. (8) Given the product [C:1]([C:5]1[NH:9][C:8]2[C:7](=[C:16]3[C:17](=[C:11]4[CH:12]=[CH:13][CH:14]=[CH:15][C:10]4=2)[C:18](=[O:22])[NH:19][CH:20]=[CH:21]3)[CH:6]=1)([CH3:4])([CH3:2])[CH3:3], predict the reactants needed to synthesize it. The reactants are: [C:1]([C:5]1[NH:9][C:8]([C:10]2[CH:15]=[CH:14][CH:13]=[CH:12][CH:11]=2)=[C:7]([C:16]2[CH:21]=[CH:20][NH:19][C:18](=[O:22])[CH:17]=2)[CH:6]=1)([CH3:4])([CH3:3])[CH3:2].